This data is from Catalyst prediction with 721,799 reactions and 888 catalyst types from USPTO. The task is: Predict which catalyst facilitates the given reaction. Reactant: [C:1]([O:5][CH2:6][CH3:7])(=[O:4])[CH:2]=[CH2:3].[C:8]([O:13][CH3:14])(=[O:12])[C:9]([CH3:11])=[CH2:10]. Product: [C:1]([O:5][CH2:6][CH3:7])(=[O:4])[CH:2]=[CH2:3].[C:8]([O:13][CH3:14])(=[O:12])[C:9]([CH3:11])=[CH2:10]. The catalyst class is: 6.